Dataset: Reaction yield outcomes from USPTO patents with 853,638 reactions. Task: Predict the reaction yield, written as a fraction of the theoretical maximum amount of product (1.0 means a 100% yield; for example, 0.34 means a 34% yield). (1) The reactants are [C:1]([C:3]1[CH:8]=[CH:7][CH:6]=[CH:5][C:4]=1[C:9]1[CH:14]=[CH:13][C:12]([CH2:15][C:16]2[C:17](=[O:39])[N:18]([C@H:28]3[CH2:31][C@H:30]([O:32][CH2:33][C:34](OCC)=[O:35])[CH2:29]3)[C:19]3[N:20]([N:25]=[CH:26][N:27]=3)[C:21]=2[CH2:22][CH2:23][CH3:24])=[CH:11][CH:10]=1)#[N:2].[CH2:40]([Mg]Br)[CH3:41].[Cl-].[NH4+].O1CC[CH2:48][CH2:47]1. No catalyst specified. The product is [CH2:47]([C:34]([OH:35])([CH2:40][CH3:41])[CH2:33][O:32][C@H:30]1[CH2:29][C@H:28]([N:18]2[C:17](=[O:39])[C:16]([CH2:15][C:12]3[CH:13]=[CH:14][C:9]([C:4]4[C:3]([C:1]#[N:2])=[CH:8][CH:7]=[CH:6][CH:5]=4)=[CH:10][CH:11]=3)=[C:21]([CH2:22][CH2:23][CH3:24])[N:20]3[N:25]=[CH:26][N:27]=[C:19]23)[CH2:31]1)[CH3:48]. The yield is 0.760. (2) The reactants are [CH:1]1([N:7]2[C:12]([OH:13])=[C:11]([C:14]([NH:16][CH2:17][C:18]([O:20]CC)=[O:19])=[O:15])[C:10](=[O:23])[NH:9][C:8]2=[O:24])[CH2:6][CH2:5][CH2:4][CH2:3][CH2:2]1.[C:25](=O)([O-])[O-].[K+].[K+].[CH3:31][C:32]1[CH:37]=[CH:36][CH:35]=[CH:34][CH:33]=1.Cl. The catalyst is CN(C)C=O. The product is [CH:1]1([N:7]2[C:12]([OH:13])=[C:11]([C:14]([NH:16][CH2:17][C:18]([OH:20])=[O:19])=[O:15])[C:10](=[O:23])[N:9]([CH2:31][C:32]3[CH:37]=[CH:36][CH:35]=[CH:34][C:33]=3[CH3:25])[C:8]2=[O:24])[CH2:6][CH2:5][CH2:4][CH2:3][CH2:2]1. The yield is 0.0300. (3) The reactants are [C:1]1([CH3:36])[CH:6]=[CH:5][C:4]([N:7]2[C:11]([C:12]3[CH:17]=[CH:16][C:15]([CH3:18])=[CH:14][CH:13]=3)=[CH:10][C:9]([CH2:19][CH:20]([C:29]3[CH:30]=[C:31]([CH3:35])[CH:32]=[CH:33][CH:34]=3)[CH2:21][S:22]([C:24]3[NH:28][N:27]=[CH:26][N:25]=3)=[O:23])=[N:8]2)=[CH:3][CH:2]=1.OO.C(O)(=[O:41])C.CO. The catalyst is CN(C)C=O. The product is [C:1]1([CH3:36])[CH:2]=[CH:3][C:4]([N:7]2[C:11]([C:12]3[CH:17]=[CH:16][C:15]([CH3:18])=[CH:14][CH:13]=3)=[CH:10][C:9]([CH2:19][CH:20]([C:29]3[CH:30]=[C:31]([CH3:35])[CH:32]=[CH:33][CH:34]=3)[CH2:21][S:22]([C:24]3[NH:28][N:27]=[CH:26][N:25]=3)(=[O:41])=[O:23])=[N:8]2)=[CH:5][CH:6]=1. The yield is 0.950. (4) The reactants are Br[CH2:2][CH2:3][S:4]([OH:7])(=[O:6])=[O:5].[Na].[C:9]([NH2:13])([CH3:12])([CH3:11])[CH3:10].C(S(O)(=O)=O)=C. The catalyst is O.O1CCOCC1. The product is [C:9]([NH:13][CH2:2][CH2:3][S:4]([OH:7])(=[O:6])=[O:5])([CH3:12])([CH3:11])[CH3:10]. The yield is 0.240. (5) The reactants are [Cl:1][C:2]1[CH:37]=[CH:36][C:5]2[C:6]3[N:23]=[C:22]([NH:24][C:25]4[CH:33]=[CH:32][C:28]([C:29]([OH:31])=[O:30])=[C:27]([O:34][CH3:35])[CH:26]=4)[N:21]=[CH:20][C:7]=3[CH2:8][N:9]=[C:10]([C:11]3[C:16]([O:17][CH3:18])=[CH:15][CH:14]=[CH:13][C:12]=3[F:19])[C:4]=2[CH:3]=1.[OH-].[Na+:39]. The catalyst is C(O)C.O. The product is [Cl:1][C:2]1[CH:37]=[CH:36][C:5]2[C:6]3[N:23]=[C:22]([NH:24][C:25]4[CH:33]=[CH:32][C:28]([C:29]([O-:31])=[O:30])=[C:27]([O:34][CH3:35])[CH:26]=4)[N:21]=[CH:20][C:7]=3[CH2:8][N:9]=[C:10]([C:11]3[C:16]([O:17][CH3:18])=[CH:15][CH:14]=[CH:13][C:12]=3[F:19])[C:4]=2[CH:3]=1.[Na+:39]. The yield is 0.868. (6) The reactants are [NH:1]1[C:9]2[C:4](=[CH:5][CH:6]=[CH:7][C:8]=2[C:10]([C:16]2[CH:21]=[CH:20][CH:19]=[CH:18][CH:17]=2)=[CH:11][C:12]([NH:14][CH3:15])=[O:13])[CH:3]=[CH:2]1. The catalyst is CCO.[Pd]. The product is [NH:1]1[C:9]2[C:4](=[CH:5][CH:6]=[CH:7][C:8]=2[CH:10]([C:16]2[CH:21]=[CH:20][CH:19]=[CH:18][CH:17]=2)[CH2:11][C:12]([NH:14][CH3:15])=[O:13])[CH:3]=[CH:2]1. The yield is 1.00. (7) The reactants are O[C:2]1([CH3:25])[CH2:8][N:7]([C:9]([O:11][C:12]([CH3:15])([CH3:14])[CH3:13])=[O:10])[CH2:6][CH2:5][N:4]([C:16]2[N:20]([CH3:21])[N:19]=[CH:18][C:17]=2[N+:22]([O-:24])=[O:23])[CH2:3]1.COCCN(S(F)(F)[F:36])CCOC. The catalyst is C(Cl)Cl.C1COCC1. The product is [F:36][C:2]1([CH3:25])[CH2:8][N:7]([C:9]([O:11][C:12]([CH3:15])([CH3:14])[CH3:13])=[O:10])[CH2:6][CH2:5][N:4]([C:16]2[N:20]([CH3:21])[N:19]=[CH:18][C:17]=2[N+:22]([O-:24])=[O:23])[CH2:3]1. The yield is 0.700. (8) The reactants are [CH:1]1([CH2:4][O:5][C:6]2[CH:11]=[CH:10][C:9](B(O)O)=[CH:8][CH:7]=2)[CH2:3][CH2:2]1.[Cl:15][C:16]1[N:21]=[C:20](Cl)[N:19]=[C:18]([O:23][CH3:24])[N:17]=1.C(=O)([O-])[O-].[Na+].[Na+].O. The catalyst is C1(C)C=CC=CC=1.C1C=CC([P]([Pd]([P](C2C=CC=CC=2)(C2C=CC=CC=2)C2C=CC=CC=2)([P](C2C=CC=CC=2)(C2C=CC=CC=2)C2C=CC=CC=2)[P](C2C=CC=CC=2)(C2C=CC=CC=2)C2C=CC=CC=2)(C2C=CC=CC=2)C2C=CC=CC=2)=CC=1.C(OCC)(=O)C. The product is [Cl:15][C:16]1[N:21]=[C:20]([C:9]2[CH:10]=[CH:11][C:6]([O:5][CH2:4][CH:1]3[CH2:3][CH2:2]3)=[CH:7][CH:8]=2)[N:19]=[C:18]([O:23][CH3:24])[N:17]=1. The yield is 0.790.